This data is from Forward reaction prediction with 1.9M reactions from USPTO patents (1976-2016). The task is: Predict the product of the given reaction. (1) The product is: [CH3:1][N:2]([CH:28]([CH3:30])[CH3:29])[C:3]1[C:4]([C:17]2[O:18][CH:19]=[CH:20][C:21]=2[C:22]2[CH:27]=[CH:26][CH:25]=[CH:24][CH:23]=2)=[N:5][C:6]2[C:11]([N:12]=1)=[CH:10][C:9]([C:13]([OH:15])=[O:14])=[CH:8][CH:7]=2. Given the reactants [CH3:1][N:2]([CH:28]([CH3:30])[CH3:29])[C:3]1[C:4]([C:17]2[O:18][CH:19]=[CH:20][C:21]=2[C:22]2[CH:27]=[CH:26][CH:25]=[CH:24][CH:23]=2)=[N:5][C:6]2[C:11]([N:12]=1)=[CH:10][C:9]([C:13]([O:15]C)=[O:14])=[CH:8][CH:7]=2.[OH-].[Na+], predict the reaction product. (2) Given the reactants [C:1]([C:5]1[CH:6]=[C:7]2[C:11](=[CH:12][CH:13]=1)[C:10](=O)[O:9][CH:8]2OCC)([CH3:4])([CH3:3])[CH3:2].O.[NH2:19][NH2:20].C(O)(=O)C, predict the reaction product. The product is: [C:1]([C:5]1[CH:6]=[C:7]2[C:11](=[CH:12][CH:13]=1)[C:10](=[O:9])[NH:20][N:19]=[CH:8]2)([CH3:4])([CH3:3])[CH3:2]. (3) The product is: [CH3:1][O:2][C:3]1[CH:4]=[C:5]([CH:12]2[CH2:13][CH2:14][CH2:15][N:16]([CH2:18][CH2:19][CH3:20])[CH2:17]2)[CH:6]=[CH:7][C:8]=1[NH2:9]. Given the reactants [CH3:1][O:2][C:3]1[CH:4]=[C:5]([C:12]2[CH2:17][N:16]([CH2:18][CH2:19][CH3:20])[CH2:15][CH2:14][CH:13]=2)[CH:6]=[CH:7][C:8]=1[N+:9]([O-])=O, predict the reaction product. (4) Given the reactants [CH2:1]([O:8][C:9]([N:11]1[CH2:16][CH:15]([NH2:17])[CH2:14][CH2:13][CH:12]1[CH3:18])=[O:10])[C:2]1[CH:7]=[CH:6][CH:5]=[CH:4][CH:3]=1.Cl[C:20]1[C:21]([O:28][CH3:29])=[C:22]([CH:25]=[CH:26][N:27]=1)[C:23]#[N:24].CC([O-])(C)C.[Na+], predict the reaction product. The product is: [C:23]([C:22]1[CH:25]=[CH:26][N:27]=[C:20]([NH:17][C@H:15]2[CH2:16][N:11]([C:9]([O:8][CH2:1][C:2]3[CH:7]=[CH:6][CH:5]=[CH:4][CH:3]=3)=[O:10])[C@H:12]([CH3:18])[CH2:13][CH2:14]2)[C:21]=1[O:28][CH3:29])#[N:24]. (5) The product is: [CH3:1][O:2][C:3]([C:4]1[N:20]=[C:17]([CH3:18])[S:19][C:5]=1[C:6]1[CH:11]=[CH:10][CH:9]=[C:8]([C:12]#[N:13])[CH:7]=1)=[O:16]. Given the reactants [CH3:1][O:2][C:3](=[O:16])[C:4](=O)[CH:5](Cl)[C:6]1[CH:11]=[CH:10][CH:9]=[C:8]([C:12]#[N:13])[CH:7]=1.[C:17]([NH2:20])(=[S:19])[CH3:18], predict the reaction product. (6) Given the reactants [Cl:1][C:2]1[CH:3]=[C:4]([NH:26][C:27]([C:29]2[S:33][C:32]3[CH:34]=[CH:35][C:36]([NH:38]C(=O)OC(C)(C)C)=[CH:37][C:31]=3[CH:30]=2)=[O:28])[CH:5]=[C:6]([C:8]([C:11]2[CH:16]=[C:15]([O:17][C:18]([F:21])([F:20])[F:19])[CH:14]=[C:13]([O:22][CH:23]([CH3:25])[CH3:24])[CH:12]=2)([CH3:10])[CH3:9])[CH:7]=1.C(O)(C(F)(F)F)=O, predict the reaction product. The product is: [NH2:38][C:36]1[CH:35]=[CH:34][C:32]2[S:33][C:29]([C:27]([NH:26][C:4]3[CH:5]=[C:6]([C:8]([C:11]4[CH:16]=[C:15]([O:17][C:18]([F:19])([F:20])[F:21])[CH:14]=[C:13]([O:22][CH:23]([CH3:25])[CH3:24])[CH:12]=4)([CH3:9])[CH3:10])[CH:7]=[C:2]([Cl:1])[CH:3]=3)=[O:28])=[CH:30][C:31]=2[CH:37]=1. (7) The product is: [CH3:24][N:25]([CH3:26])[CH2:2][CH2:3][CH:4]=[C:5]1[C:11]2[CH:12]=[CH:13][CH:14]=[CH:15][C:10]=2[CH2:9][O:8][C:7]2[CH:16]=[CH:17][CH:18]=[CH:19][C:6]1=2. Given the reactants Cl[CH2:2][CH2:3][CH:4]=[C:5]1[C:11]2[CH:12]=[CH:13][CH:14]=[CH:15][C:10]=2[CH2:9][O:8][C:7]2[CH:16]=[CH:17][CH:18]=[CH:19][C:6]1=2.S(Cl)(Cl)=O.[CH3:24][NH:25][CH3:26].Cl, predict the reaction product. (8) Given the reactants [CH2:1]1[C@@H:9]2[C@@H:4]([CH2:5][CH2:6][CH2:7][CH2:8]2)[CH2:3][NH:2]1.[N:10]([O-])=[O:11].[Na+], predict the reaction product. The product is: [N:10]([CH:1]1[C@@H:9]2[C@@H:4]([CH2:5][CH2:6][CH2:7][CH2:8]2)[CH2:3][NH:2]1)=[O:11].